The task is: Regression. Given a peptide amino acid sequence and an MHC pseudo amino acid sequence, predict their binding affinity value. This is MHC class II binding data.. This data is from Peptide-MHC class II binding affinity with 134,281 pairs from IEDB. (1) The peptide sequence is PHAATIRVLALGNQE. The MHC is H-2-IEd with pseudo-sequence H-2-IEd. The binding affinity (normalized) is 0.147. (2) The peptide sequence is GQNYTYKWETFLTRE. The MHC is HLA-DQA10201-DQB10202 with pseudo-sequence HLA-DQA10201-DQB10202. The binding affinity (normalized) is 0.240.